From a dataset of Reaction yield outcomes from USPTO patents with 853,638 reactions. Predict the reaction yield, written as a fraction of the theoretical maximum amount of product (1.0 means a 100% yield; for example, 0.34 means a 34% yield). (1) The reactants are [CH2:1]([C:5]1[C:9]([C:10]([F:13])([F:12])[F:11])=[C:8]([C:14]([OH:16])=O)[O:7][N:6]=1)[CH:2]([CH3:4])[CH3:3].N1C=CC=CC=1.[F:23]C1N=C(F)N=C(F)N=1. The catalyst is ClCCl. The product is [CH2:1]([C:5]1[C:9]([C:10]([F:13])([F:12])[F:11])=[C:8]([C:14]([F:23])=[O:16])[O:7][N:6]=1)[CH:2]([CH3:4])[CH3:3]. The yield is 0.708. (2) The product is [CH3:1][N:2]([C:4]([NH:6][C:7]([NH2:9])=[NH:8])=[NH:5])[CH3:3].[C:14]([O-:17])(=[O:16])[CH3:15]. The catalyst is O. The yield is 0.478. The reactants are [CH3:1][N:2]([C:4]([NH:6][C:7]([NH2:9])=[NH:8])=[NH:5])[CH3:3].C(O)(C)C.[C:14]([OH:17])(=[O:16])[CH3:15]. (3) The reactants are [CH2:1](OC(=O)C)C.Cl.C[N:9]([CH2:17][CH2:18][N:19]([CH2:41][C:42]1[CH:47]=[CH:46][N:45]=[CH:44][CH:43]=1)[CH2:20][CH2:21][CH2:22][O:23][C:24]1[CH:40]=[CH:39][C:27]2[N:28]([CH3:38])[C:29](=[O:37])[C:30]([CH3:36])([CH3:35])[C:31](=[O:34])[N:32]([CH3:33])[C:26]=2[CH:25]=1)C(=O)OC(C)(C)C. The catalyst is C(OCC)(=O)C. The product is [CH3:38][N:28]1[C:29](=[O:37])[C:30]([CH3:35])([CH3:36])[C:31](=[O:34])[N:32]([CH3:33])[C:26]2[CH:25]=[C:24]([O:23][CH2:22][CH2:21][CH2:20][N:19]([CH2:18][CH:17]([NH2:9])[CH3:1])[CH2:41][C:42]3[CH:43]=[CH:44][N:45]=[CH:46][CH:47]=3)[CH:40]=[CH:39][C:27]1=2. The yield is 1.00. (4) The reactants are [O:1]1[CH2:3][C@@H:2]1[CH2:4][N:5]1[C:13](=[O:14])[C:12]2[C:7](=[CH:8][CH:9]=[CH:10][CH:11]=2)[C:6]1=[O:15].[N:16]([C:19]1[CH:24]=[CH:23][C:22]([N:25]2[CH2:30][CH2:29][O:28][CH2:27][C:26]2=[O:31])=[CH:21][CH:20]=1)=[C:17]=[O:18].[Br-].[Li+]. The catalyst is CCCCCCC. The product is [O:18]=[C:17]1[N:16]([C:19]2[CH:24]=[CH:23][C:22]([N:25]3[CH2:30][CH2:29][O:28][CH2:27][C:26]3=[O:31])=[CH:21][CH:20]=2)[CH2:3][C@H:2]([CH2:4][N:5]2[C:13](=[O:14])[C:12]3[C:7](=[CH:8][CH:9]=[CH:10][CH:11]=3)[C:6]2=[O:15])[O:1]1. The yield is 0.895. (5) The reactants are [ClH:1].C(OC([N:9]1[CH2:13][C@H:12]([O:14][CH2:15][CH2:16][CH:17]([CH3:19])[CH3:18])[CH2:11][C@@H:10]1[C@H:20]1[O:24]C(C)(C)[N:22]([C:27](=[O:29])[CH3:28])[C@H:21]1[CH2:30][C:31]1[CH:36]=[C:35]([F:37])[CH:34]=[C:33]([F:38])[CH:32]=1)=O)(C)(C)C. The catalyst is O1CCOCC1. The product is [ClH:1].[F:37][C:35]1[CH:36]=[C:31]([CH:32]=[C:33]([F:38])[CH:34]=1)[CH2:30][C@H:21]([NH:22][C:27](=[O:29])[CH3:28])[C@H:20]([OH:24])[C@H:10]1[CH2:11][C@@H:12]([O:14][CH2:15][CH2:16][CH:17]([CH3:18])[CH3:19])[CH2:13][NH:9]1. The yield is 1.00. (6) The reactants are C1(C)C=CC=CC=1.N(C(C)C)(C(C)C)CC.[C:17]1([C:23]#[CH:24])[CH:22]=[CH:21][CH:20]=[CH:19][CH:18]=1.I[Si:26]([CH3:29])([CH3:28])[CH3:27]. The catalyst is CCCCCC. The product is [C:17]1([C:23]#[C:24][Si:26]([CH3:29])([CH3:28])[CH3:27])[CH:22]=[CH:21][CH:20]=[CH:19][CH:18]=1. The yield is 0.900.